From a dataset of Full USPTO retrosynthesis dataset with 1.9M reactions from patents (1976-2016). Predict the reactants needed to synthesize the given product. Given the product [Cl:19][C:20]1[CH:27]=[CH:26][C:23]([CH2:24][N:25]2[CH2:30][C:12]3[CH:13]=[C:14]4[C:9](=[CH:10][C:11]=3[O:29][CH2:28]2)[O:8][CH2:7][C:6]([C:5]2[CH:17]=[CH:18][C:2]([OH:1])=[CH:3][CH:4]=2)=[CH:15]4)=[CH:22][CH:21]=1, predict the reactants needed to synthesize it. The reactants are: [OH:1][C:2]1[CH:18]=[CH:17][C:5]([C:6]2[CH2:7][O:8][C:9]3[C:14]([CH:15]=2)=[CH:13][CH:12]=[C:11](O)[CH:10]=3)=[CH:4][CH:3]=1.[Cl:19][C:20]1[CH:27]=[CH:26][C:23]([CH2:24][NH2:25])=[CH:22][CH:21]=1.[CH2:28]=[O:29].[CH2:30](O)C.